Dataset: Catalyst prediction with 721,799 reactions and 888 catalyst types from USPTO. Task: Predict which catalyst facilitates the given reaction. (1) Reactant: [CH2:1]([N:3]1[C:12]2[C:7](=[CH:8][C:9]([O:24][CH2:25][C:26]3[CH:31]=[CH:30][C:29]([O:32][CH3:33])=[CH:28][CH:27]=3)=[C:10]([O:14][CH2:15][C:16]3[CH:21]=[CH:20][C:19]([O:22][CH3:23])=[CH:18][CH:17]=3)[C:11]=2[F:13])[C:6](=[O:34])[C:5]([CH:35]=O)=[CH:4]1)[CH3:2].[NH:37]1[CH2:41][CH2:40][CH2:39][CH2:38]1.C(O[BH-](OC(=O)C)OC(=O)C)(=O)C.[Na+].CC(O)=O. Product: [CH2:1]([N:3]1[C:12]2[C:7](=[CH:8][C:9]([O:24][CH2:25][C:26]3[CH:27]=[CH:28][C:29]([O:32][CH3:33])=[CH:30][CH:31]=3)=[C:10]([O:14][CH2:15][C:16]3[CH:17]=[CH:18][C:19]([O:22][CH3:23])=[CH:20][CH:21]=3)[C:11]=2[F:13])[C:6](=[O:34])[C:5]([CH2:35][N:37]2[CH2:41][CH2:40][CH2:39][CH2:38]2)=[CH:4]1)[CH3:2]. The catalyst class is: 279. (2) Reactant: Cl.[C:2]([OH:8])([C:4]([F:7])([F:6])[F:5])=[O:3].[CH3:9][O:10][C:11]([NH:13][C@@H:14]([CH:58]([CH3:60])[CH3:59])[C:15]([N:17]1[C@H:22]([C:23]2[NH:24][C:25]([C:28]#[C:29][C:30]3[CH:31]=[C:32]4[C:37](=[CH:38][CH:39]=3)[CH:36]=[C:35]([C:40]3[NH:44][C:43]([C@@H:45]5C[C@@H]6[C@@H](C6)N5C(OC(C)(C)C)=O)=[N:42][CH:41]=3)[CH:34]=[CH:33]4)=[CH:26][N:27]=2)[CH2:21][C@@H:20]2[C@H:18]1[CH2:19]2)=[O:16])=[O:12].[CH3:61][O:62][C:63]([NH:65][C@@H:66]([CH:70]1[CH2:75][CH2:74]OCC1)[C:67]([OH:69])=O)=[O:64].CCN(C(C)C)C(C)C.CN(C(ON1N=N[C:95]2[CH:96]=[CH:97][CH:98]=[N:99]C1=2)=[N+](C)C)C.F[P-](F)(F)(F)(F)F. Product: [C:2]([OH:8])([C:4]([F:7])([F:6])[F:5])=[O:3].[CH3:61][O:62][C:63](=[O:64])[NH:65][C@@H:66]([CH:70]1[CH2:4][CH2:2][O:8][CH2:74][CH2:75]1)[C:67]([N:99]1[C@H:45]([C:43]2[NH:42][CH:41]=[C:40]([C:35]3[CH:34]=[CH:33][C:32]4[C:37](=[CH:38][CH:39]=[C:30]([C:29]#[C:28][C:25]5[N:24]=[C:23]([C@@H:22]6[CH2:21][C@@H:20]7[C@@H:18]([CH2:19]7)[N:17]6[C:15](=[O:16])[C@@H:14]([NH:13][C:11]([O:10][CH3:9])=[O:12])[CH:58]([CH3:60])[CH3:59])[NH:27][CH:26]=5)[CH:31]=4)[CH:36]=3)[N:44]=2)[CH2:95][C@@H:96]2[C@H:98]1[CH2:97]2)=[O:69]. The catalyst class is: 887. (3) Product: [CH:22]1([CH2:21][N:11]2[C:12]3[C:7](=[C:6]([OH:35])[C:5]([C:3]([NH:36][CH2:37][CH2:38][C:39]([OH:41])=[O:40])=[O:4])=[N:14][C:13]=3[C:15]3[CH:16]=[CH:17][N:18]=[CH:19][CH:20]=3)[CH:8]=[C:9]([C:29]3[CH:34]=[CH:33][CH:32]=[CH:31][CH:30]=3)[C:10]2=[O:28])[CH2:23][CH2:24][CH2:25][CH2:26][CH2:27]1. Reactant: CO[C:3]([C:5]1[C:6]([OH:35])=[C:7]2[C:12](=[C:13]([C:15]3[CH:20]=[CH:19][N:18]=[CH:17][CH:16]=3)[N:14]=1)[N:11]([CH2:21][CH:22]1[CH2:27][CH2:26][CH2:25][CH2:24][CH2:23]1)[C:10](=[O:28])[C:9]([C:29]1[CH:34]=[CH:33][CH:32]=[CH:31][CH:30]=1)=[CH:8]2)=[O:4].[NH2:36][CH2:37][CH2:38][C:39]([OH:41])=[O:40].C[O-].[Na+]. The catalyst class is: 250. (4) Reactant: O[CH2:2][CH2:3][CH2:4][C:5]1[C:13]2[C:8](=[C:9]([C:14]3[CH:19]=[CH:18][CH:17]=[CH:16][C:15]=3[O:20][CH3:21])[CH:10]=[CH:11][CH:12]=2)[NH:7][C:6]=1[C:22]([O:24]CC)=[O:23].[CH3:27][C:28]1[CH:37]=[CH:36][C:35]2[C:30](=[CH:31][CH:32]=[CH:33][CH:34]=2)[C:29]=1[OH:38].C1(P(C2C=CC=CC=2)C2C=CC=CC=2)C=CC=CC=1.N(C(OC(C)(C)C)=O)=NC(OC(C)(C)C)=O.[Li+].[OH-].Cl. Product: [CH3:21][O:20][C:15]1[CH:16]=[CH:17][CH:18]=[CH:19][C:14]=1[C:9]1[CH:10]=[CH:11][CH:12]=[C:13]2[C:8]=1[NH:7][C:6]([C:22]([OH:24])=[O:23])=[C:5]2[CH2:4][CH2:3][CH2:2][O:38][C:29]1[C:30]2[C:35](=[CH:34][CH:33]=[CH:32][CH:31]=2)[CH:36]=[CH:37][C:28]=1[CH3:27]. The catalyst class is: 278. (5) Reactant: [Cl:1][C:2]1[N:3]=[C:4]([NH:12][C:13]2[CH:18]=[CH:17][C:16]([N:19]3[CH2:24][CH2:23][N:22]([CH3:25])[CH2:21][CH2:20]3)=[CH:15][CH:14]=2)[C:5]([C:8](OC)=[O:9])=[N:6][CH:7]=1.Cl.[CH3:27][O:28][NH2:29].C[Si](C)(C)[N-][Si](C)(C)C.[Li+].C(=O)([O-])O.[Na+]. Product: [Cl:1][C:2]1[N:3]=[C:4]([NH:12][C:13]2[CH:18]=[CH:17][C:16]([N:19]3[CH2:24][CH2:23][N:22]([CH3:25])[CH2:21][CH2:20]3)=[CH:15][CH:14]=2)[C:5]([C:8]([NH:29][O:28][CH3:27])=[O:9])=[N:6][CH:7]=1. The catalyst class is: 1.